Dataset: Full USPTO retrosynthesis dataset with 1.9M reactions from patents (1976-2016). Task: Predict the reactants needed to synthesize the given product. (1) Given the product [C:10]([O:13][C:14]([NH:1][C@H:2]1[CH2:7][CH2:6][C@H:5]([OH:8])[CH2:4][CH2:3]1)=[O:15])([CH3:12])([CH3:11])[CH3:9], predict the reactants needed to synthesize it. The reactants are: [NH2:1][C@H:2]1[CH2:7][CH2:6][C@H:5]([OH:8])[CH2:4][CH2:3]1.[CH3:9][C:10]([O:13][C:14](O[C:14]([O:13][C:10]([CH3:12])([CH3:11])[CH3:9])=[O:15])=[O:15])([CH3:12])[CH3:11]. (2) Given the product [CH3:2][O:3][C:4]1[CH:9]=[CH:8][C:7]([CH2:10][S:11][CH2:13][CH2:14][O:15][CH2:16][CH2:17][O:18][CH2:19][C:20]([OH:22])=[O:21])=[CH:6][CH:5]=1, predict the reactants needed to synthesize it. The reactants are: [Na].[CH3:2][O:3][C:4]1[CH:9]=[CH:8][C:7]([CH2:10][SH:11])=[CH:6][CH:5]=1.Cl[CH2:13][CH2:14][O:15][CH2:16][CH2:17][O:18][CH2:19][C:20]([OH:22])=[O:21]. (3) Given the product [CH3:1][O:2][C:3]([C:5]1[CH:6]=[C:7]([Cl:24])[CH:8]=[C:9]2[C:14]=1[NH:13][CH:12]([C:15]1[CH:20]=[CH:19][CH:18]=[C:17]([N:37]3[CH2:38][CH2:39][N:34]([C:31](=[O:33])[CH3:32])[CH2:35][CH2:36]3)[CH:16]=1)[C:11]([CH3:23])([CH3:22])[CH2:10]2)=[O:4], predict the reactants needed to synthesize it. The reactants are: [CH3:1][O:2][C:3]([C:5]1[CH:6]=[C:7]([Cl:24])[CH:8]=[C:9]2[C:14]=1[NH:13][CH:12]([C:15]1[CH:20]=[CH:19][CH:18]=[C:17](Br)[CH:16]=1)[C:11]([CH3:23])([CH3:22])[CH2:10]2)=[O:4].C(=O)([O-])[O-].[Cs+].[Cs+].[C:31]([N:34]1[CH2:39][CH2:38][NH:37][CH2:36][CH2:35]1)(=[O:33])[CH3:32]. (4) Given the product [Br:1][C:2]1[S:6][CH:5]=[N:4][C:3]=1[O:7][CH2:8][CH:9]1[CH2:13][O:12]1, predict the reactants needed to synthesize it. The reactants are: [Br:1][C:2]1[S:6][CH:5]=[N:4][C:3]=1[O:7][CH2:8][CH:9]1[CH2:13][O:12]C(C)(C)O1.CC1C=CC(S([O-])(=O)=O)=CC=1.C1C=C[NH+]=CC=1.C(OC)(OC)OC.C(Br)(C)=O.C([O-])([O-])=O.[K+].[K+]. (5) Given the product [C:12]([O:11][C:9]([N:26]1[CH2:27][C:28](=[O:29])[N:24]([C:19]2[CH:18]=[C:17]([Cl:16])[CH:22]=[C:21]([Cl:23])[CH:20]=2)[C:25]1=[S:30])=[O:10])([CH3:13])([CH3:14])[CH3:15], predict the reactants needed to synthesize it. The reactants are: [C:12]([O:11][C:9](O[C:9]([O:11][C:12]([CH3:15])([CH3:14])[CH3:13])=[O:10])=[O:10])([CH3:15])([CH3:14])[CH3:13].[Cl:16][C:17]1[CH:18]=[C:19]([N:24]2[C:28](=[O:29])[CH2:27][NH:26][C:25]2=[S:30])[CH:20]=[C:21]([Cl:23])[CH:22]=1. (6) Given the product [Cl:1][C:2]1[CH:18]=[CH:17][C:5]([CH2:6][O:7][C:8]2[C:9]([O:16][CH2:26][CH3:27])=[C:10]([CH:13]=[CH:14][CH:15]=2)[CH:11]=[O:12])=[CH:4][CH:3]=1, predict the reactants needed to synthesize it. The reactants are: [Cl:1][C:2]1[CH:18]=[CH:17][C:5]([CH2:6][O:7][C:8]2[C:9]([OH:16])=[C:10]([CH:13]=[CH:14][CH:15]=2)[CH:11]=[O:12])=[CH:4][CH:3]=1.C(=O)([O-])[O-].[K+].[K+].I[CH2:26][CH3:27].[Cl-].[NH4+]. (7) Given the product [CH:1]1([N:7]2[CH2:27][CH2:26][N:14]3[N:15]=[C:16]([CH2:18][O:19][C:20]4[CH:25]=[CH:24][CH:23]=[CH:22][CH:21]=4)[CH:17]=[C:13]3[C:11]2=[O:10])[CH2:6][CH2:5][CH2:4][CH2:3][CH2:2]1, predict the reactants needed to synthesize it. The reactants are: [CH:1]1([NH2:7])[CH2:6][CH2:5][CH2:4][CH2:3][CH2:2]1.C([O:10][C:11]([C:13]1[N:14]([CH2:26][CH2:27]Br)[N:15]=[C:16]([CH2:18][O:19][C:20]2[CH:25]=[CH:24][CH:23]=[CH:22][CH:21]=2)[CH:17]=1)=O)C. (8) Given the product [NH2:8][C:9]1[CH:10]=[C:11]([C:17]([F:20])([F:18])[F:19])[C:12]([C:15]#[N:16])=[N:13][CH:14]=1, predict the reactants needed to synthesize it. The reactants are: COC1C=CC(C[NH:8][C:9]2[CH:10]=[C:11]([C:17]([F:20])([F:19])[F:18])[C:12]([C:15]#[N:16])=[N:13][CH:14]=2)=CC=1.C(O)(C(F)(F)F)=O. (9) Given the product [CH3:21][C:22]([CH3:27])([CH3:26])[C:23]([O:25][CH2:13][N:10]1[CH:11]=[N:12][C:8]([C:4]2[CH:5]=[CH:6][CH:7]=[C:2]([Br:1])[CH:3]=2)=[N:9]1)=[O:24], predict the reactants needed to synthesize it. The reactants are: [Br:1][C:2]1[CH:3]=[C:4]([C:8]2[N:12]=[CH:11][NH:10][N:9]=2)[CH:5]=[CH:6][CH:7]=1.[C:13]([O-])([O-])=O.[K+].[K+].ClC[CH2:21][C:22]([CH3:27])([CH3:26])[C:23]([O-:25])=[O:24]. (10) Given the product [CH2:1]([O:3][P:4]([C:9]1[CH:18]=[CH:17][C:16]2[C:11](=[C:12]([C:22]3[C:31]4[C:26](=[CH:27][CH:28]=[CH:29][CH:30]=4)[CH:25]=[CH:24][CH:23]=3)[CH:13]=[C:14]([NH2:19])[CH:15]=2)[N:10]=1)(=[O:8])[O:5][CH2:6][CH3:7])[CH3:2], predict the reactants needed to synthesize it. The reactants are: [CH2:1]([O:3][P:4]([C:9]1[CH:18]=[CH:17][C:16]2[C:11](=[C:12]([C:22]3[C:31]4[C:26](=[CH:27][CH:28]=[CH:29][CH:30]=4)[CH:25]=[CH:24][CH:23]=3)[CH:13]=[C:14]([N+:19]([O-])=O)[CH:15]=2)[N:10]=1)(=[O:8])[O:5][CH2:6][CH3:7])[CH3:2].